From a dataset of Full USPTO retrosynthesis dataset with 1.9M reactions from patents (1976-2016). Predict the reactants needed to synthesize the given product. (1) Given the product [CH:1]1[C:13]2[CH:12]([CH2:14][O:15][C:16](=[O:37])[NH:17][C@H:18]3[CH2:23][CH2:22][CH2:21][C:20]([F:25])([F:24])[C@@H:19]3[NH:26][C:27]([C:29]3[S:30][C:31]([CH2:35][CH3:36])=[C:32]([B:38]4[O:42][C:41]([CH3:44])([CH3:43])[C:40]([CH3:46])([CH3:45])[O:39]4)[CH:33]=3)=[O:28])[C:11]3[C:6](=[CH:7][CH:8]=[CH:9][CH:10]=3)[C:5]=2[CH:4]=[CH:3][CH:2]=1, predict the reactants needed to synthesize it. The reactants are: [CH:1]1[C:13]2[CH:12]([CH2:14][O:15][C:16](=[O:37])[NH:17][C@H:18]3[CH2:23][CH2:22][CH2:21][C:20]([F:25])([F:24])[C@@H:19]3[NH:26][C:27]([C:29]3[S:30][C:31]([CH2:35][CH3:36])=[C:32](Br)[CH:33]=3)=[O:28])[C:11]3[C:6](=[CH:7][CH:8]=[CH:9][CH:10]=3)[C:5]=2[CH:4]=[CH:3][CH:2]=1.[B:38]1([B:38]2[O:42][C:41]([CH3:44])([CH3:43])[C:40]([CH3:46])([CH3:45])[O:39]2)[O:42][C:41]([CH3:44])([CH3:43])[C:40]([CH3:46])([CH3:45])[O:39]1.C([O-])(=O)C.[K+]. (2) Given the product [CH3:1][O:2][C:3]([C:5]1[C:13]2[C:12]([O:14][Si:32]([CH3:34])([CH3:33])[CH3:31])=[CH:11][CH2:10][CH2:9][C:8]=2[N:7]([C:15]([O:17][C:18]([CH3:21])([CH3:20])[CH3:19])=[O:16])[CH:6]=1)=[O:4], predict the reactants needed to synthesize it. The reactants are: [CH3:1][O:2][C:3]([C:5]1[C:13]2[C:12](=[O:14])[CH2:11][CH2:10][CH2:9][C:8]=2[N:7]([C:15]([O:17][C:18]([CH3:21])([CH3:20])[CH3:19])=[O:16])[CH:6]=1)=[O:4].[Na+].[I-].C(N(CC)CC)C.[CH3:31][Si:32](Cl)([CH3:34])[CH3:33].C(=O)(O)[O-].[Na+]. (3) Given the product [Cl:27][C:26]1[C:21]([N:18]2[CH2:17][CH2:16][N:15]([C:13]([C:12]3[C:8]([C:6]4[CH:7]=[C:2]([NH:1][C:41](=[O:43])[CH3:42])[CH:3]=[CH:4][C:5]=4[O:30][CH3:31])=[N:9][O:10][C:11]=3[CH3:29])=[O:14])[CH2:20][CH2:19]2)=[N:22][CH:23]=[C:24]([Cl:28])[CH:25]=1, predict the reactants needed to synthesize it. The reactants are: [NH2:1][C:2]1[CH:3]=[CH:4][C:5]([O:30][CH3:31])=[C:6]([C:8]2[C:12]([C:13]([N:15]3[CH2:20][CH2:19][N:18]([C:21]4[C:26]([Cl:27])=[CH:25][C:24]([Cl:28])=[CH:23][N:22]=4)[CH2:17][CH2:16]3)=[O:14])=[C:11]([CH3:29])[O:10][N:9]=2)[CH:7]=1.CCN(C(C)C)C(C)C.[C:41](Cl)(=[O:43])[CH3:42]. (4) Given the product [Cl:7][C:8]1[C:16]2[N:15]=[C:14]([C:17]3[CH:18]=[C:19]([C:23]4[CH:28]=[CH:27][CH:26]=[C:25]([CH2:29][N:1]5[CH2:6][CH2:5][N:4]([C:57]6[CH:52]=[CH:49][N:50]=[CH:55][CH:56]=6)[CH2:3][CH2:2]5)[CH:24]=4)[CH:20]=[CH:21][CH:22]=3)[NH:13][C:12]=2[CH:11]=[CH:10][CH:9]=1, predict the reactants needed to synthesize it. The reactants are: [NH:1]1[CH2:6][CH2:5][NH:4][CH2:3][CH2:2]1.[Cl:7][C:8]1[C:16]2[N:15]=[C:14]([C:17]3[CH:18]=[C:19]([C:23]4[CH:28]=[CH:27][CH:26]=[C:25]([CH:29]=O)[CH:24]=4)[CH:20]=[CH:21][CH:22]=3)[NH:13][C:12]=2[CH:11]=[CH:10][CH:9]=1.C(C1C=C(B(O)O)C=CC=1)=O.ClC1C2[N:50]=[C:49]([C:52]3[CH:57]=[CH:56][CH:55]=C(I)C=3)NC=2C=CC=1.B(O)O.IC1C=C(C=CC=1)C=O. (5) Given the product [F:1][C:2]1[CH:10]=[C:9]([O:11][C:12]2[CH:17]=[CH:16][C:15]([CH:18]([C:30]3[CH:35]=[CH:34][CH:33]=[CH:32][C:31]=3[CH3:36])[CH2:19]/[C:20](=[N:39]\[OH:40])/[C:22]3[CH:27]=[CH:26][C:25](=[O:28])[N:24]([CH3:29])[CH:23]=3)=[C:14]([F:37])[CH:13]=2)[CH:8]=[CH:7][C:3]=1[C:4]([OH:6])=[O:5], predict the reactants needed to synthesize it. The reactants are: [F:1][C:2]1[CH:10]=[C:9]([O:11][C:12]2[CH:17]=[CH:16][C:15]([CH:18]([C:30]3[CH:35]=[CH:34][CH:33]=[CH:32][C:31]=3[CH3:36])[CH2:19][C:20]([C:22]3[CH:27]=[CH:26][C:25](=[O:28])[N:24]([CH3:29])[CH:23]=3)=O)=[C:14]([F:37])[CH:13]=2)[CH:8]=[CH:7][C:3]=1[C:4]([OH:6])=[O:5].Cl.[NH2:39][OH:40].C([O-])(O)=O.[Na+]. (6) Given the product [N:1]1([CH2:11][CH2:7][C:8]([NH2:10])=[O:9])[CH2:5][CH2:4][CH2:3][CH2:2]1, predict the reactants needed to synthesize it. The reactants are: [NH:1]1[CH2:5][CH2:4][CH2:3][CH2:2]1.Br[CH:7]([CH3:11])[C:8]([NH2:10])=[O:9]. (7) Given the product [Cl:20][C:21]1[CH:48]=[CH:47][CH:46]=[C:45]([F:49])[C:22]=1[CH2:23][N:24]1[C:29]2[CH:30]=[CH:31][CH:32]=[CH:33][C:28]=2[S:27](=[O:35])(=[O:34])[N:26]([C:36]2[CH:41]=[N:15][C:43]([O:2][CH3:1])=[N:38][CH:37]=2)[C:25]1=[O:44], predict the reactants needed to synthesize it. The reactants are: [C:1](N1C=CN=C1)(N1C=CN=C1)=[O:2].C([N:15](CC)CC)C.[Cl:20][C:21]1[CH:48]=[CH:47][CH:46]=[C:45]([F:49])[C:22]=1[CH2:23][N:24]1[C:29]2[CH:30]=[CH:31][CH:32]=[CH:33][C:28]=2[S:27](=[O:35])(=[O:34])[N:26]([C:36]2[CH:41]=CC(=O)[N:38]([CH3:43])[CH:37]=2)[C:25]1=[O:44].